This data is from Forward reaction prediction with 1.9M reactions from USPTO patents (1976-2016). The task is: Predict the product of the given reaction. (1) Given the reactants [CH:1]([O:4][C:5]([N:7]1[CH2:12][CH2:11][CH:10]([O:13][C:14]2[CH:19]=[C:18](Cl)[N:17]=[CH:16][N:15]=2)[CH2:9][CH2:8]1)=[O:6])([CH3:3])[CH3:2].CC(C)([O-])C.[K+].[NH:27]1[C:35]2[C:30](=[N:31][CH:32]=[CH:33][CH:34]=2)[CH2:29][CH2:28]1.F[B-](F)(F)F.C([PH+](C(C)(C)C)C(C)(C)C)(C)(C)C, predict the reaction product. The product is: [CH:1]([O:4][C:5]([N:7]1[CH2:12][CH2:11][CH:10]([O:13][C:14]2[CH:19]=[C:18]([N:27]3[C:35]4[C:30](=[N:31][CH:32]=[CH:33][CH:34]=4)[CH2:29][CH2:28]3)[N:17]=[CH:16][N:15]=2)[CH2:9][CH2:8]1)=[O:6])([CH3:3])[CH3:2]. (2) Given the reactants [C:1]([O:5][C:6](=[O:34])[CH:7](O)[CH:8]([NH:22]C(OCC1C=CC=CC=1)=O)[CH2:9][CH2:10][O:11][C:12]1[C:17]([F:18])=[C:16]([F:19])[CH:15]=[C:14]([F:20])[C:13]=1[F:21])([CH3:4])([CH3:3])[CH3:2].C[OH:36], predict the reaction product. The product is: [C:1]([O:5][C:6](=[O:34])[CH2:7][CH:8]([NH2:22])[CH:9]([OH:36])[CH2:10][O:11][C:12]1[C:17]([F:18])=[C:16]([F:19])[CH:15]=[C:14]([F:20])[C:13]=1[F:21])([CH3:4])([CH3:3])[CH3:2]. (3) Given the reactants [CH3:1][C:2]1([CH3:31])[CH2:11][CH2:10][C:9]2[N:8]=[CH:7][N:6]=[C:5]([N:12]3[CH2:18][C:17]4[CH:19]=[C:20]([C:23]5[CH:24]=[C:25]([NH2:30])[C:26]([NH2:29])=[N:27][CH:28]=5)[CH:21]=[CH:22][C:16]=4[O:15][CH2:14][CH2:13]3)[C:4]=2[CH2:3]1.[CH3:32][O:33][C:34]([NH:36][C:37](=NC(OC)=O)SC)=[O:35], predict the reaction product. The product is: [CH3:1][C:2]1([CH3:31])[CH2:11][CH2:10][C:9]2[N:8]=[CH:7][N:6]=[C:5]([N:12]3[CH2:18][C:17]4[CH:19]=[C:20]([C:23]5[CH:24]=[C:25]6[NH:30][C:37]([NH:36][C:34](=[O:35])[O:33][CH3:32])=[N:29][C:26]6=[N:27][CH:28]=5)[CH:21]=[CH:22][C:16]=4[O:15][CH2:14][CH2:13]3)[C:4]=2[CH2:3]1. (4) The product is: [CH3:1][O:3][C:4](=[O:35])[CH:5]([O:32][CH2:33][CH3:34])[CH2:6][C:7]1[CH:8]=[CH:9][C:10]([C:13]2([CH2:16][N:17]([C:25]([O:27][C:28]([CH3:30])([CH3:29])[CH3:31])=[O:26])[CH2:18][CH2:19][CH2:20][CH2:21][CH2:22][CH2:23][CH3:24])[CH2:14][CH2:15]2)=[CH:11][CH:12]=1. Given the reactants [CH2:1]([O:3][C:4](=[O:35])[C:5]([O:32][CH2:33][CH3:34])=[CH:6][C:7]1[CH:12]=[CH:11][C:10]([C:13]2([CH2:16][N:17]([C:25]([O:27][C:28]([CH3:31])([CH3:30])[CH3:29])=[O:26])[CH2:18][CH2:19][CH2:20][CH2:21][CH2:22][CH2:23][CH3:24])[CH2:15][CH2:14]2)=[CH:9][CH:8]=1)C.[Mg].N, predict the reaction product.